From a dataset of Drug half-life prediction data from Obach et al.. Regression/Classification. Given a drug SMILES string, predict its absorption, distribution, metabolism, or excretion properties. Task type varies by dataset: regression for continuous measurements (e.g., permeability, clearance, half-life) or binary classification for categorical outcomes (e.g., BBB penetration, CYP inhibition). For this dataset (half_life_obach), we predict log10(half-life) (log10 of half-life in hours). (1) The molecule is C[C@@H](O)[C@H]1C(=O)N2C(C(=O)O)=C(S[C@H]3C[C@@H](C(=O)N4CC[C@H](NC(=O)CNC(=N)N)C4)N(C)C3)[C@H](C)[C@H]12. The log10(half-life) is 0.230. (2) The molecule is CCN(CC)CC#CCOC(=O)C(O)(c1ccccc1)C1CCCCC1. The log10(half-life) is 0.860. (3) The drug is CCCC(C)C1(CC)C(=O)NC(=O)NC1=O. The log10(half-life) is 1.34.